From a dataset of NCI-60 drug combinations with 297,098 pairs across 59 cell lines. Regression. Given two drug SMILES strings and cell line genomic features, predict the synergy score measuring deviation from expected non-interaction effect. (1) Drug 1: CS(=O)(=O)C1=CC(=C(C=C1)C(=O)NC2=CC(=C(C=C2)Cl)C3=CC=CC=N3)Cl. Drug 2: CC(C1=C(C=CC(=C1Cl)F)Cl)OC2=C(N=CC(=C2)C3=CN(N=C3)C4CCNCC4)N. Cell line: UACC62. Synergy scores: CSS=15.2, Synergy_ZIP=0.288, Synergy_Bliss=5.95, Synergy_Loewe=3.34, Synergy_HSA=4.86. (2) Synergy scores: CSS=22.4, Synergy_ZIP=-4.64, Synergy_Bliss=3.41, Synergy_Loewe=1.55, Synergy_HSA=4.97. Drug 1: C1=C(C(=O)NC(=O)N1)N(CCCl)CCCl. Cell line: SK-MEL-28. Drug 2: C1=NC2=C(N1)C(=S)N=C(N2)N. (3) Drug 1: CC1=C(C=C(C=C1)NC(=O)C2=CC=C(C=C2)CN3CCN(CC3)C)NC4=NC=CC(=N4)C5=CN=CC=C5. Drug 2: C1CN(CCN1C(=O)CCBr)C(=O)CCBr. Cell line: 786-0. Synergy scores: CSS=14.0, Synergy_ZIP=-7.53, Synergy_Bliss=-0.170, Synergy_Loewe=-0.512, Synergy_HSA=1.07. (4) Drug 1: CNC(=O)C1=CC=CC=C1SC2=CC3=C(C=C2)C(=NN3)C=CC4=CC=CC=N4. Drug 2: C1=NNC2=C1C(=O)NC=N2. Cell line: UACC-257. Synergy scores: CSS=1.41, Synergy_ZIP=0.0262, Synergy_Bliss=0.776, Synergy_Loewe=-1.41, Synergy_HSA=-0.757. (5) Drug 1: C1=CC=C(C=C1)NC(=O)CCCCCCC(=O)NO. Drug 2: CS(=O)(=O)OCCCCOS(=O)(=O)C. Cell line: HL-60(TB). Synergy scores: CSS=45.4, Synergy_ZIP=-8.90, Synergy_Bliss=1.99, Synergy_Loewe=-23.7, Synergy_HSA=-1.87. (6) Drug 1: CCC1(CC2CC(C3=C(CCN(C2)C1)C4=CC=CC=C4N3)(C5=C(C=C6C(=C5)C78CCN9C7C(C=CC9)(C(C(C8N6C=O)(C(=O)OC)O)OC(=O)C)CC)OC)C(=O)OC)O.OS(=O)(=O)O. Drug 2: CC1=C(N=C(N=C1N)C(CC(=O)N)NCC(C(=O)N)N)C(=O)NC(C(C2=CN=CN2)OC3C(C(C(C(O3)CO)O)O)OC4C(C(C(C(O4)CO)O)OC(=O)N)O)C(=O)NC(C)C(C(C)C(=O)NC(C(C)O)C(=O)NCCC5=NC(=CS5)C6=NC(=CS6)C(=O)NCCC[S+](C)C)O. Cell line: UO-31. Synergy scores: CSS=18.2, Synergy_ZIP=-7.84, Synergy_Bliss=-0.511, Synergy_Loewe=-1.87, Synergy_HSA=-0.0722. (7) Drug 1: CCC1=C2CN3C(=CC4=C(C3=O)COC(=O)C4(CC)O)C2=NC5=C1C=C(C=C5)O. Drug 2: CCN(CC)CCCC(C)NC1=C2C=C(C=CC2=NC3=C1C=CC(=C3)Cl)OC. Cell line: HCT-15. Synergy scores: CSS=30.5, Synergy_ZIP=5.95, Synergy_Bliss=7.24, Synergy_Loewe=1.27, Synergy_HSA=6.52. (8) Drug 1: C1CCC(CC1)NC(=O)N(CCCl)N=O. Drug 2: CC1C(C(CC(O1)OC2CC(CC3=C2C(=C4C(=C3O)C(=O)C5=C(C4=O)C(=CC=C5)OC)O)(C(=O)CO)O)N)O.Cl. Cell line: UACC62. Synergy scores: CSS=57.7, Synergy_ZIP=-4.13, Synergy_Bliss=-3.34, Synergy_Loewe=-10.2, Synergy_HSA=0.0334. (9) Synergy scores: CSS=15.9, Synergy_ZIP=-7.51, Synergy_Bliss=0.0999, Synergy_Loewe=-14.7, Synergy_HSA=-0.365. Cell line: NCI/ADR-RES. Drug 2: C1=NNC2=C1C(=O)NC=N2. Drug 1: C1=C(C(=O)NC(=O)N1)N(CCCl)CCCl.